Dataset: Forward reaction prediction with 1.9M reactions from USPTO patents (1976-2016). Task: Predict the product of the given reaction. (1) Given the reactants [NH2:1][C:2]1[N:10]=[C:9]([CH3:11])[CH:8]=[CH:7][C:3]=1[C:4]([OH:6])=O.CN([P+](ON1N=NC2C=CC=CC1=2)(N(C)C)N(C)C)C.F[P-](F)(F)(F)(F)F.Cl.[F:40][C:41]1[C:48]([O:49][CH2:50][CH2:51][CH2:52][C:53]#[CH:54])=[CH:47][CH:46]=[CH:45][C:42]=1[CH2:43][NH2:44].C(=O)(O)[O-].[Na+], predict the reaction product. The product is: [F:40][C:41]1[C:48]([O:49][CH2:50][CH2:51][CH2:52][C:53]#[CH:54])=[CH:47][CH:46]=[CH:45][C:42]=1[CH2:43][NH:44][C:4](=[O:6])[C:3]1[CH:7]=[CH:8][C:9]([CH3:11])=[N:10][C:2]=1[NH2:1]. (2) Given the reactants NC1C=C(C=CC=1)OCCO[CH2:9][CH2:10][NH:11][C:12](=[O:18])[O:13][C:14]([CH3:17])([CH3:16])[CH3:15].N[CH2:23][CH2:24][CH2:25]CCO.[N+:29]([C:32]1[CH:33]=[C:34]([OH:38])[CH:35]=[N:36][CH:37]=1)([O-])=O, predict the reaction product. The product is: [NH2:29][C:32]1[CH:33]=[C:34]([O:38][CH2:23][CH2:24][CH2:25][CH2:9][CH2:10][NH:11][C:12](=[O:18])[O:13][C:14]([CH3:15])([CH3:16])[CH3:17])[CH:35]=[N:36][CH:37]=1. (3) Given the reactants C(C1C=CC(C[C:10]2[C:22]3[CH2:21][C:20]4[C:15](=[CH:16][CH:17]=[CH:18][CH:19]=4)[C:14]=3[CH:13]=[CH:12][CH:11]=2)=CC=1)=C.CO, predict the reaction product. The product is: [CH:10]1[C:22]2[CH2:21][C:20]3[C:15](=[CH:16][CH:17]=[CH:18][CH:19]=3)[C:14]=2[CH:13]=[CH:12][CH:11]=1.